Dataset: Forward reaction prediction with 1.9M reactions from USPTO patents (1976-2016). Task: Predict the product of the given reaction. (1) Given the reactants [C:1]([C:3]1[S:4][C:5]([C:19]2[CH:24]=[CH:23][C:22]([F:25])=[CH:21][CH:20]=2)=[CH:6][C:7]=1[NH:8][C:9](=O)[C:10]1[CH:15]=[CH:14][CH:13]=[CH:12][C:11]=1[O:16]C)#[N:2].[NH:26]1[CH2:31][CH2:30][O:29][CH2:28][CH2:27]1, predict the reaction product. The product is: [F:25][C:22]1[CH:23]=[CH:24][C:19]([C:5]2[S:4][C:3]3[C:1]([N:26]4[CH2:31][CH2:30][O:29][CH2:28][CH2:27]4)=[N:2][C:9]([C:10]4[CH:15]=[CH:14][CH:13]=[CH:12][C:11]=4[OH:16])=[N:8][C:7]=3[CH:6]=2)=[CH:20][CH:21]=1. (2) Given the reactants [C:1]([OH:7])(=[O:6])[CH2:2][CH2:3][C:4]#[CH:5].C([O-])([O-])=O.[K+].[K+].[CH2:14](Br)[C:15]1[CH:20]=[CH:19][CH:18]=[CH:17][CH:16]=1, predict the reaction product. The product is: [C:1]([O:7][CH2:14][C:15]1[CH:20]=[CH:19][CH:18]=[CH:17][CH:16]=1)(=[O:6])[CH2:2][CH2:3][C:4]#[CH:5]. (3) Given the reactants [S:1]1[CH:5]=[C:4]([C:6]2[CH:7]=[C:8]([CH:14]=[CH:15][CH:16]=2)[C:9](OCC)=[O:10])[N:3]=[CH:2]1.CC(C[AlH]CC(C)C)C.[OH-].[Na+].C([O-])(O)=O.[Na+], predict the reaction product. The product is: [S:1]1[CH:5]=[C:4]([C:6]2[CH:7]=[C:8]([CH2:9][OH:10])[CH:14]=[CH:15][CH:16]=2)[N:3]=[CH:2]1.